This data is from Forward reaction prediction with 1.9M reactions from USPTO patents (1976-2016). The task is: Predict the product of the given reaction. (1) Given the reactants [CH3:1][O:2][C:3](=[O:19])[CH2:4][NH:5][C:6]1[CH:7]=[N:8][CH:9]=[CH:10][C:11]=1[C:12]1[CH:17]=[CH:16][CH:15]=[CH:14][C:13]=1[F:18].[F:20][C:21]([F:36])([F:35])[C:22]1[CH:23]=[C:24]([CH:28]=[C:29]([C:31]([F:34])([F:33])[F:32])[N:30]=1)[C:25](O)=[O:26], predict the reaction product. The product is: [F:18][C:13]1[CH:14]=[CH:15][CH:16]=[CH:17][C:12]=1[C:11]1[CH:10]=[CH:9][N:8]=[CH:7][C:6]=1[N:5]([CH2:4][C:3]([O:2][CH3:1])=[O:19])[C:25](=[O:26])[C:24]1[CH:28]=[C:29]([C:31]([F:32])([F:33])[F:34])[N:30]=[C:22]([C:21]([F:36])([F:20])[F:35])[CH:23]=1. (2) Given the reactants [Cl:1][C:2]1[CH:27]=[CH:26][C:5]([CH2:6][N:7]2[C:15](=[O:16])[C:14]3[N:13]([CH3:17])[C:12]([CH2:18][CH3:19])=[N:11][C:10]=3[N:9]([CH2:20][C:21]([O:23]C)=[O:22])[C:8]2=[O:25])=[CH:4][CH:3]=1.[OH-].[Na+], predict the reaction product. The product is: [Cl:1][C:2]1[CH:3]=[CH:4][C:5]([CH2:6][N:7]2[C:15](=[O:16])[C:14]3[N:13]([CH3:17])[C:12]([CH2:18][CH3:19])=[N:11][C:10]=3[N:9]([CH2:20][C:21]([OH:23])=[O:22])[C:8]2=[O:25])=[CH:26][CH:27]=1. (3) The product is: [CH3:25][C:22]1[CH:23]=[CH:24][C:19]([NH:17][C:14]2[N:15]=[CH:16][C:7]([C:3]3[CH:2]=[N:1][CH:6]=[CH:5][CH:4]=3)=[C:8]3[C:13]=2[N:12]=[CH:11][CH:10]=[CH:9]3)=[N:20][CH:21]=1. Given the reactants [N:1]1[CH:6]=[CH:5][CH:4]=[C:3]([C:7]2[CH:16]=[N:15][C:14]([NH2:17])=[C:13]3[C:8]=2[CH:9]=[CH:10][CH:11]=[N:12]3)[CH:2]=1.Br[C:19]1[CH:24]=[CH:23][C:22]([CH3:25])=[CH:21][N:20]=1, predict the reaction product. (4) Given the reactants [H-].[Na+].[CH3:3][CH:4]1[CH2:9][CH2:8][CH2:7][CH2:6][CH:5]1[OH:10].[Cl:11][C:12]1[CH:17]=[C:16](Cl)[N:15]=[CH:14][N:13]=1.[Cl-].[NH4+], predict the reaction product. The product is: [Cl:11][C:12]1[CH:17]=[C:16]([O:10][CH:5]2[CH2:6][CH2:7][CH2:8][CH2:9][CH:4]2[CH3:3])[N:15]=[CH:14][N:13]=1. (5) Given the reactants [C:1]([NH:4][C:5]([NH2:7])=[S:6])(=[NH:3])[NH2:2].[CH2:8]=[O:9], predict the reaction product. The product is: [C:1]([NH:4][C:5]([NH2:7])=[S:6])(=[NH:2])[NH2:3].[CH2:8]=[O:9].